Dataset: Forward reaction prediction with 1.9M reactions from USPTO patents (1976-2016). Task: Predict the product of the given reaction. (1) Given the reactants CN1CCCC1=O.[CH2:8]([N:12]1[C:20]2[C:19](=[O:21])[N:18]([CH3:22])[N:17]=[CH:16][C:15]=2[N:14]=[C:13]1Cl)[C:9]#[C:10][CH3:11].C(=O)([O-])[O-].[K+].[K+].[N:30]1([C:36]([O:38][C:39]([CH3:42])([CH3:41])[CH3:40])=[O:37])[CH2:35][CH2:34][NH:33][CH2:32][CH2:31]1, predict the reaction product. The product is: [CH2:8]([N:12]1[C:20]2[C:19](=[O:21])[N:18]([CH3:22])[N:17]=[CH:16][C:15]=2[N:14]=[C:13]1[N:33]1[CH2:32][CH2:31][N:30]([C:36]([O:38][C:39]([CH3:42])([CH3:41])[CH3:40])=[O:37])[CH2:35][CH2:34]1)[C:9]#[C:10][CH3:11]. (2) The product is: [CH2:18]([O:17][C:15](=[O:16])[NH:14][CH:11]1[CH2:12][CH2:13][NH:8][CH2:9][CH2:10]1)[C:19]1[CH:24]=[CH:23][CH:22]=[CH:21][CH:20]=1. Given the reactants C(OC([N:8]1[CH2:13][CH2:12][CH:11]([NH:14][C:15]([O:17][CH2:18][C:19]2[CH:24]=[CH:23][CH:22]=[CH:21][CH:20]=2)=[O:16])[CH2:10][CH2:9]1)=O)(C)(C)C.FC(F)(F)C(O)=O, predict the reaction product. (3) Given the reactants [N:1]1([C:7]2[CH:12]=[CH:11][C:10]([NH2:13])=[CH:9][CH:8]=2)[CH2:6][CH2:5][O:4][CH2:3][CH2:2]1.[CH2:14]([N:18]1[CH2:23][CH2:22][N:21]([C:24]2[CH:25]=[C:26]([O:37][CH3:38])[CH:27]=[C:28]3[C:33]=2[O:32][CH:31]([C:34](O)=[O:35])[CH2:30][CH2:29]3)[CH2:20][CH2:19]1)[CH2:15][CH2:16][CH3:17], predict the reaction product. The product is: [CH2:14]([N:18]1[CH2:19][CH2:20][N:21]([C:24]2[CH:25]=[C:26]([O:37][CH3:38])[CH:27]=[C:28]3[C:33]=2[O:32][CH:31]([C:34]([NH:13][C:10]2[CH:9]=[CH:8][C:7]([N:1]4[CH2:2][CH2:3][O:4][CH2:5][CH2:6]4)=[CH:12][CH:11]=2)=[O:35])[CH2:30][CH2:29]3)[CH2:22][CH2:23]1)[CH2:15][CH2:16][CH3:17]. (4) The product is: [CH:49]1([CH2:52][O:53][NH:54][C:44]([C:30]2[C:31]([NH:32][C:33]3[CH:38]=[CH:37][C:36]([C:39]([F:42])([F:41])[F:40])=[CH:35][C:34]=3[F:43])=[C:23]([F:22])[C:24](=[O:47])[N:25]3[C:29]=2[CH2:28][CH2:27][CH2:26]3)=[O:45])[CH2:51][CH2:50]1. Given the reactants CCN=C=NCCCN(C)C.C1C=CC2N(O)N=NC=2C=1.[F:22][C:23]1[C:24](=[O:47])[N:25]2[C:29](=[C:30]([C:44](O)=[O:45])[C:31]=1[NH:32][C:33]1[CH:38]=[CH:37][C:36]([C:39]([F:42])([F:41])[F:40])=[CH:35][C:34]=1[F:43])[CH2:28][CH2:27][CH2:26]2.Cl.[CH:49]1([CH2:52][O:53][NH2:54])[CH2:51][CH2:50]1, predict the reaction product. (5) Given the reactants Cl.[C:2]([C:4]1([C:10]([O:12][CH2:13][CH3:14])=[O:11])[CH2:9][CH2:8][NH:7][CH2:6][CH2:5]1)#[N:3].CCN(C(C)C)C(C)C.[Br:24][C:25]1[CH:26]=[N:27][C:28](Cl)=[N:29][CH:30]=1.CCCCCC, predict the reaction product. The product is: [Br:24][C:25]1[CH:26]=[N:27][C:28]([N:7]2[CH2:8][CH2:9][C:4]([C:2]#[N:3])([C:10]([O:12][CH2:13][CH3:14])=[O:11])[CH2:5][CH2:6]2)=[N:29][CH:30]=1. (6) Given the reactants [N:1]1([C:6]2[CH:22]=[CH:21][C:9]([CH2:10][N:11]3[C:19]4[C:14](=[N:15][CH:16]=[CH:17][CH:18]=4)[C:13](I)=[CH:12]3)=[CH:8][CH:7]=2)[CH:5]=[CH:4][CH:3]=[N:2]1.[F:23][C:24]1([F:51])[CH2:29][CH2:28][C@@H:27]([NH:30][C:31](C2C3=NC=CC=C3N(CC3C=CC(F)=CC=3)C=2)=[O:32])[C@H:26](O)[CH2:25]1.FC1C=CC(CN2C3C(=NC=CC=3)C(I)=C2)=CC=1.Cl.FC1(F)CCC(N)CC1.C(=O)([O-])[O-].[Na+].[Na+], predict the reaction product. The product is: [N:1]1([C:6]2[CH:22]=[CH:21][C:9]([CH2:10][N:11]3[C:19]4[C:14](=[N:15][CH:16]=[CH:17][CH:18]=4)[C:13]([C:31]([NH:30][CH:27]4[CH2:28][CH2:29][C:24]([F:23])([F:51])[CH2:25][CH2:26]4)=[O:32])=[CH:12]3)=[CH:8][CH:7]=2)[CH:5]=[CH:4][CH:3]=[N:2]1. (7) Given the reactants Br[CH2:2][CH2:3][C:4]1[CH:9]=[CH:8][C:7]([N+:10]([O-:12])=[O:11])=[CH:6][CH:5]=1.[NH:13]1[CH2:19][CH2:18][CH2:17][CH2:16][CH2:15][CH2:14]1.C(=O)([O-])[O-].[K+].[K+], predict the reaction product. The product is: [N+:10]([C:7]1[CH:8]=[CH:9][C:4]([CH2:3][CH2:2][N:13]2[CH2:19][CH2:18][CH2:17][CH2:16][CH2:15][CH2:14]2)=[CH:5][CH:6]=1)([O-:12])=[O:11].